This data is from Full USPTO retrosynthesis dataset with 1.9M reactions from patents (1976-2016). The task is: Predict the reactants needed to synthesize the given product. (1) Given the product [Cl:8][C:4]1[N:3]=[C:2]([N:14]([CH3:13])[CH2:15][CH:16]2[CH2:21][CH2:20][O:19][CH2:18][CH2:17]2)[CH:7]=[N:6][CH:5]=1, predict the reactants needed to synthesize it. The reactants are: Cl[C:2]1[CH:7]=[N:6][CH:5]=[C:4]([Cl:8])[N:3]=1.CS(C)=O.[CH3:13][NH:14][CH2:15][CH:16]1[CH2:21][CH2:20][O:19][CH2:18][CH2:17]1. (2) The reactants are: [CH3:1][C:2]1[S:3][CH:4]=[C:5]([CH:7]=[O:8])[N:6]=1.C[Si]([C:13]#[N:14])(C)C.[H-].[Li+].[Al+3].[Li+].[H-].[H-].[H-].[H-].[OH-].[Na+]. Given the product [NH2:14][CH2:13][CH:7]([C:5]1[N:6]=[C:2]([CH3:1])[S:3][CH:4]=1)[OH:8], predict the reactants needed to synthesize it. (3) Given the product [CH:26]1[CH:25]=[CH:24][C:23]([C@H:29]2[O:6][C@@H:30]2[C:31]2[CH:32]=[CH:33][CH:34]=[CH:35][CH:36]=2)=[CH:28][CH:27]=1, predict the reactants needed to synthesize it. The reactants are: C(N(CC([O-])=O)CC(O)=O)CN(CC([O-])=O)CC(O)=[O:6].[Na+].[Na+].[C:23]1(/[CH:29]=[CH:30]/[C:31]2[CH:36]=[CH:35][CH:34]=[CH:33][CH:32]=2)[CH:28]=[CH:27][CH:26]=[CH:25][CH:24]=1.OOS([O-])=O.[K+].C(=O)(O)[O-].[Na+].